Dataset: Peptide-MHC class I binding affinity with 185,985 pairs from IEDB/IMGT. Task: Regression. Given a peptide amino acid sequence and an MHC pseudo amino acid sequence, predict their binding affinity value. This is MHC class I binding data. The peptide sequence is YTAFTIPSI. The MHC is HLA-A02:02 with pseudo-sequence HLA-A02:02. The binding affinity (normalized) is 0.669.